This data is from Forward reaction prediction with 1.9M reactions from USPTO patents (1976-2016). The task is: Predict the product of the given reaction. Given the reactants [S:1]1[CH:5]=[CH:4][CH:3]=[C:2]1[CH:6]([OH:13])[C:7]#[C:8][Si](C)(C)C.C1(C)C=CC(P(C2C=CC(C)=CC=2)C2C=CC(C)=CC=2)=CC=1.CC1(C)CCCC(C)(C)N1, predict the reaction product. The product is: [S:1]1[CH:5]=[CH:4][C:3]2[CH2:8][CH2:7][C:6](=[O:13])[C:2]1=2.